This data is from Forward reaction prediction with 1.9M reactions from USPTO patents (1976-2016). The task is: Predict the product of the given reaction. (1) Given the reactants [CH:1]1[C:6]([C@H:7]2[O:16][C:15]3[C:14]([C@@H:9]4[C@@H:8]([OH:40])[C@@H:7]([C:6]5[CH:1]=[CH:2][C:3]([OH:42])=[C:4]([OH:41])[CH:5]=5)[O:16][C:15]5[CH:14]=[C:13]([OH:38])[CH:12]=[C:11]([OH:39])[C:10]4=5)=[C:13]([OH:38])[CH:12]=[C:11]([OH:39])[C:10]=3[CH2:9][C@H:8]2[OH:40])=[CH:5][C:4]([OH:41])=[C:3]([OH:42])[CH:2]=1.C1C([C@@H]2OC3C=C(O)C=C(O)C=3C[C@@H]2O)=CC(O)=C(O)C=1, predict the reaction product. The product is: [CH:1]1[C:6]([CH:7]2[O:16][C:15]3[CH:14]=[C:13]([OH:38])[CH:12]=[C:11]([OH:39])[C:10]=3[CH2:9][CH:8]2[OH:40])=[CH:5][C:4]([OH:41])=[C:3]([OH:42])[CH:2]=1. (2) Given the reactants [Cl:1][C:2]1[C:3]([C:38]2[S:42][C:41]([C:43]3([O:47]COC)[CH2:46][CH2:45][CH2:44]3)=[N:40][CH:39]=2)=[C:4]2[CH:10]=[C:9]([C:11]3[CH:20]=[C:19]4[C:14]([CH2:15][CH2:16][N:17](C(OC(C)(C)C)=O)[CH2:18]4)=[CH:13][CH:12]=3)[N:8]([S:28]([C:31]3[CH:37]=[CH:36][C:34]([CH3:35])=[CH:33][CH:32]=3)(=[O:30])=[O:29])[C:5]2=[N:6][CH:7]=1.Cl, predict the reaction product. The product is: [Cl:1][C:2]1[C:3]([C:38]2[S:42][C:41]([C:43]3([OH:47])[CH2:46][CH2:45][CH2:44]3)=[N:40][CH:39]=2)=[C:4]2[CH:10]=[C:9]([C:11]3[CH:20]=[C:19]4[C:14]([CH2:15][CH2:16][NH:17][CH2:18]4)=[CH:13][CH:12]=3)[N:8]([S:28]([C:31]3[CH:32]=[CH:33][C:34]([CH3:35])=[CH:36][CH:37]=3)(=[O:29])=[O:30])[C:5]2=[N:6][CH:7]=1. (3) Given the reactants Cl.[NH:2]1[C:7](=[O:8])[CH2:6][NH:5][CH2:4][C:3]1=[O:9].CO.CN(C)C=O.[C:17](O[C:17]([O:19][C:20]([CH3:23])([CH3:22])[CH3:21])=[O:18])([O:19][C:20]([CH3:23])([CH3:22])[CH3:21])=[O:18], predict the reaction product. The product is: [C:20]([O:19][C:17]([N:5]1[CH2:6][C:7](=[O:8])[NH:2][C:3](=[O:9])[CH2:4]1)=[O:18])([CH3:23])([CH3:22])[CH3:21]. (4) Given the reactants [NH2:1][C:2]1[S:3][CH:4]=[CH:5][C:6]=1[C:7](=[O:14])[C:8]1[CH:13]=[CH:12][CH:11]=[CH:10][CH:9]=1.[H][H].[Br:17][C:18]([CH3:23])([CH3:22])[C:19](Br)=[O:20], predict the reaction product. The product is: [C:7]([C:6]1[CH:5]=[CH:4][S:3][C:2]=1[NH:1][C:19](=[O:20])[C:18]([Br:17])([CH3:23])[CH3:22])(=[O:14])[C:8]1[CH:13]=[CH:12][CH:11]=[CH:10][CH:9]=1. (5) Given the reactants [OH:1][CH2:2][CH2:3][C@H:4]1[N:9]([C:10]([C:12]2[N:13]=[CH:14][N:15]([C@@H:23]3[CH2:28][CH2:27][CH2:26][CH2:25][C@@:24]3([OH:32])[CH2:29][O:30][CH3:31])[C:16]=2[C:17]2[CH:22]=[CH:21][CH:20]=[CH:19][CH:18]=2)=[O:11])[CH2:8][CH2:7][N:6]([C:33]([O:35][C:36]([CH3:39])([CH3:38])[CH3:37])=[O:34])[CH2:5]1.CC(OI1(OC(C)=O)(OC(C)=O)OC(=O)C2C=CC=CC1=2)=O.O, predict the reaction product. The product is: [OH:32][C@@:24]1([CH2:29][O:30][CH3:31])[CH2:25][CH2:26][CH2:27][CH2:28][C@H:23]1[N:15]1[C:16]([C:17]2[CH:18]=[CH:19][CH:20]=[CH:21][CH:22]=2)=[C:12]([C:10]([N:9]2[CH2:8][CH2:7][N:6]([C:33]([O:35][C:36]([CH3:38])([CH3:39])[CH3:37])=[O:34])[CH2:5][C@H:4]2[CH2:3][CH:2]=[O:1])=[O:11])[N:13]=[CH:14]1.